Dataset: Forward reaction prediction with 1.9M reactions from USPTO patents (1976-2016). Task: Predict the product of the given reaction. (1) Given the reactants [NH2:1][C:2]1[C:11]2[C:6](=[C:7]([Br:12])[CH:8]=[CH:9][CH:10]=2)[N:5]=[N:4][C:3]=1[C:13]([OH:15])=O.C1N=CN(C(N2C=NC=C2)=O)C=1.[CH2:28]([NH2:31])[CH:29]=[CH2:30], predict the reaction product. The product is: [CH2:28]([NH:31][C:13]([C:3]1[N:4]=[N:5][C:6]2[C:11]([C:2]=1[NH2:1])=[CH:10][CH:9]=[CH:8][C:7]=2[Br:12])=[O:15])[CH:29]=[CH2:30]. (2) Given the reactants [C:1]([O:6][CH3:7])(=[O:5])[C:2]([CH3:4])=[CH2:3].[C:8]([O:13][C:14]([CH3:17])([CH3:16])[CH3:15])(=[O:12])[C:9]([CH3:11])=[CH2:10], predict the reaction product. The product is: [C:1]([O:6][CH3:7])(=[O:5])[C:2]([CH3:4])=[CH2:3].[C:8]([O:13][C:14]([CH3:17])([CH3:16])[CH3:15])(=[O:12])[C:9]([CH3:11])=[CH2:10].